Regression. Given a peptide amino acid sequence and an MHC pseudo amino acid sequence, predict their binding affinity value. This is MHC class I binding data. From a dataset of Peptide-MHC class I binding affinity with 185,985 pairs from IEDB/IMGT. (1) The peptide sequence is IANYNFTLV. The MHC is HLA-A02:03 with pseudo-sequence HLA-A02:03. The binding affinity (normalized) is 0.410. (2) The peptide sequence is LQDSVDFSL. The MHC is HLA-A02:03 with pseudo-sequence HLA-A02:03. The binding affinity (normalized) is 0.147. (3) The peptide sequence is FLADYRGKT. The MHC is HLA-B27:05 with pseudo-sequence HLA-B27:05. The binding affinity (normalized) is 0.0847.